The task is: Predict the product of the given reaction.. This data is from Forward reaction prediction with 1.9M reactions from USPTO patents (1976-2016). (1) Given the reactants [C:1]([S:4][CH3:5])(=[NH:3])[NH2:2].[C:6](Cl)(=[O:13])[C:7]1[CH:12]=[CH:11][CH:10]=[CH:9][CH:8]=1, predict the reaction product. The product is: [C:6]([NH:3]/[C:1](/[S:4][CH3:5])=[N:2]/[C:6](=[O:13])[C:7]1[CH:12]=[CH:11][CH:10]=[CH:9][CH:8]=1)(=[O:13])[C:7]1[CH:12]=[CH:11][CH:10]=[CH:9][CH:8]=1. (2) Given the reactants C[O:2][C:3]([CH:5]1[CH2:9][CH2:8][CH2:7][N:6]1[CH2:10][C@@H:11]1[C@@H:16]([OH:17])[C@H:15]([OH:18])[C@@H:14]([OH:19])[C@H:13]([C:20]2[CH:25]=[CH:24][C:23]([Cl:26])=[C:22]([CH2:27][C:28]3[CH:33]=[CH:32][C:31]([O:34][CH2:35][CH3:36])=[CH:30][CH:29]=3)[CH:21]=2)[O:12]1)=O.[NH3:37], predict the reaction product. The product is: [Cl:26][C:23]1[CH:24]=[CH:25][C:20]([C@@H:13]2[O:12][C@H:11]([CH2:10][N:6]3[CH2:7][CH2:8][CH2:9][CH:5]3[C:3]([NH2:37])=[O:2])[C@@H:16]([OH:17])[C@H:15]([OH:18])[C@H:14]2[OH:19])=[CH:21][C:22]=1[CH2:27][C:28]1[CH:29]=[CH:30][C:31]([O:34][CH2:35][CH3:36])=[CH:32][CH:33]=1. (3) Given the reactants [C:1]([O:7][CH2:8][CH3:9])(=O)[CH2:2][C:3]([CH3:5])=O.[F:10][C:11]([F:21])([F:20])[C:12]1[CH:17]=[CH:16][C:15]([NH:18][NH2:19])=[CH:14][CH:13]=1, predict the reaction product. The product is: [CH2:1]([O:7][CH2:8][C:9]1[CH2:9][C:8](=[O:7])[N:18]([C:15]2[CH:14]=[CH:13][C:12]([C:11]([F:20])([F:21])[F:10])=[CH:17][CH:16]=2)[N:19]=1)[C:2]1[CH:3]=[CH:2][CH:1]=[CH:5][CH:3]=1. (4) The product is: [CH3:27][O:26][C:23]1[CH:22]=[CH:21][C:20]([C:16]2([C:3]3[NH:4][C:5]4[C:10]([C:2]=3[CH3:1])=[CH:9][CH:8]=[CH:7][CH:6]=4)[CH2:17][CH2:18][C:13]([N:12]([CH3:11])[CH3:34])([C:28]3[CH:29]=[CH:30][CH:31]=[CH:32][CH:33]=3)[CH2:14][CH2:15]2)=[CH:25][CH:24]=1. Given the reactants [CH3:1][C:2]1[C:10]2[C:5](=[CH:6][CH:7]=[CH:8][CH:9]=2)[NH:4][CH:3]=1.[CH3:11][N:12]([CH3:34])[C:13]1([C:28]2[CH:33]=[CH:32][CH:31]=[CH:30][CH:29]=2)[CH2:18][CH2:17][C:16]([C:20]2[CH:25]=[CH:24][C:23]([O:26][CH3:27])=[CH:22][CH:21]=2)(O)[CH2:15][CH2:14]1.C[Si](OS(C(F)(F)F)(=O)=O)(C)C.[OH-].[Na+], predict the reaction product. (5) The product is: [CH3:12][O:5][C:4](=[O:6])[C:3]1[CH:7]=[C:8]([CH3:11])[CH:9]=[CH:10][C:2]=1[CH3:1]. Given the reactants [CH3:1][C:2]1[CH:10]=[CH:9][C:8]([CH3:11])=[CH:7][C:3]=1[C:4]([OH:6])=[O:5].[C:12](=O)([O-])[O-].[K+].[K+].CN(C=O)C.IC, predict the reaction product.